Predict the product of the given reaction. From a dataset of Forward reaction prediction with 1.9M reactions from USPTO patents (1976-2016). (1) Given the reactants [N:1]1[C:5]2[CH:6]=[CH:7][CH:8]=[CH:9][C:4]=2[NH:3][C:2]=1[C:10]([OH:12])=O.CN(C(ON1N=[N:28][C:23]2[CH:24]=[CH:25][CH:26]=[CH:27][C:22]1=2)=[N+](C)C)C.[B-](F)(F)(F)F.[CH:35]1C=CC2N(O)N=NC=2C=1.CC[N:47]([CH:51]([CH3:53])C)[CH:48]([CH3:50])C.CN([CH:57]=[O:58])C, predict the reaction product. The product is: [N:47]1[CH:48]=[CH:50][C:57]([O:58][C:26]2[CH:27]=[CH:22][C:23]([NH:28][C:10]([C:2]3[NH:1][C:5]4[CH:6]=[CH:7][CH:8]=[C:9]([CH3:35])[C:4]=4[N:3]=3)=[O:12])=[CH:24][CH:25]=2)=[CH:53][CH:51]=1. (2) Given the reactants [O:1]1[C:5]2[CH:6]=[CH:7][CH:8]=[CH:9][C:4]=2[NH:3][C:2]1=[O:10].Br[CH2:12][CH2:13][NH:14][C:15](=[O:21])[O:16][C:17]([CH3:20])([CH3:19])[CH3:18].CC(C)([O-])C.[K+].[I-].[K+], predict the reaction product. The product is: [O:10]=[C:2]1[N:3]([CH2:12][CH2:13][NH:14][C:15](=[O:21])[O:16][C:17]([CH3:20])([CH3:19])[CH3:18])[C:4]2[CH:9]=[CH:8][CH:7]=[CH:6][C:5]=2[O:1]1. (3) Given the reactants Br[CH:2]([CH2:15][CH3:16])[C:3]([C:5]1[CH:14]=[CH:13][C:8]([C:9]([O:11][CH3:12])=[O:10])=[CH:7][CH:6]=1)=O.[CH3:17][C:18]1[O:22][N:21]=[C:20]([C:23](=[S:25])[NH2:24])[CH:19]=1, predict the reaction product. The product is: [CH2:15]([C:2]1[S:25][C:23]([C:20]2[CH:19]=[C:18]([CH3:17])[O:22][N:21]=2)=[N:24][C:3]=1[C:5]1[CH:14]=[CH:13][C:8]([C:9]([O:11][CH3:12])=[O:10])=[CH:7][CH:6]=1)[CH3:16]. (4) Given the reactants Cl[C:2]1[N:7]=[C:6]([NH:8][C:9]2[CH:14]=[C:13]([CH:15]=[CH2:16])[CH:12]=[CH:11][C:10]=2[N:17]([CH3:22])[S:18]([CH3:21])(=[O:20])=[O:19])[C:5]([Cl:23])=[CH:4][N:3]=1.[Br:24][C:25]1[C:26]([N:34]2[CH2:39][CH2:38][N:37]([CH3:40])[CH2:36][CH2:35]2)=[CH:27][C:28]([O:32][CH3:33])=[C:29]([NH2:31])[CH:30]=1.CS(O)(=O)=O, predict the reaction product. The product is: [Br:24][C:25]1[C:26]([N:34]2[CH2:35][CH2:36][N:37]([CH3:40])[CH2:38][CH2:39]2)=[CH:27][C:28]([O:32][CH3:33])=[C:29]([NH:31][C:2]2[N:7]=[C:6]([NH:8][C:9]3[CH:14]=[C:13]([CH:15]=[CH2:16])[CH:12]=[CH:11][C:10]=3[N:17]([CH3:22])[S:18]([CH3:21])(=[O:20])=[O:19])[C:5]([Cl:23])=[CH:4][N:3]=2)[CH:30]=1. (5) Given the reactants Br[C:2]1[CH:7]=[CH:6][CH:5]=[C:4]([N+:8]([O-:10])=[O:9])[C:3]=1[O:11][CH3:12].[C:13]([C:16]1[CH:17]=[C:18](B(O)O)[CH:19]=[CH:20][CH:21]=1)([OH:15])=[O:14], predict the reaction product. The product is: [CH3:12][O:11][C:3]1[C:4]([N+:8]([O-:10])=[O:9])=[CH:5][CH:6]=[CH:7][C:2]=1[C:20]1[CH:19]=[CH:18][CH:17]=[C:16]([C:13]([OH:15])=[O:14])[CH:21]=1. (6) Given the reactants [N:1]1[CH:6]=[CH:5][C:4]([OH:7])=[CH:3][C:2]=1[OH:8].OS(O)(=O)=O.[N+:14]([O-])([OH:16])=[O:15], predict the reaction product. The product is: [N+:14]([C:3]1[C:2]([OH:8])=[N:1][CH:6]=[CH:5][C:4]=1[OH:7])([O-:16])=[O:15].